Dataset: Full USPTO retrosynthesis dataset with 1.9M reactions from patents (1976-2016). Task: Predict the reactants needed to synthesize the given product. Given the product [C:1]([O:5][C:6](=[O:24])[C:7]1[C:12]([F:13])=[CH:11][CH:10]=[C:9]([OH:14])[C:8]=1[O:22][CH3:23])([CH3:4])([CH3:3])[CH3:2], predict the reactants needed to synthesize it. The reactants are: [C:1]([O:5][C:6](=[O:24])[C:7]1[C:12]([F:13])=[CH:11][CH:10]=[C:9]([O:14][Si](C(C)(C)C)(C)C)[C:8]=1[O:22][CH3:23])([CH3:4])([CH3:3])[CH3:2].CCCC[N+](CCCC)(CCCC)CCCC.[F-].